Predict the reactants needed to synthesize the given product. From a dataset of Full USPTO retrosynthesis dataset with 1.9M reactions from patents (1976-2016). Given the product [C:20]([NH:1][C:2]1[NH:7][C:6](=[O:8])[C:5]([CH2:10][C:11]2[CH:16]=[CH:15][C:14]([CH2:17][CH3:18])=[CH:13][CH:12]=2)=[CH:4][CH:3]=1)(=[O:22])[CH3:21], predict the reactants needed to synthesize it. The reactants are: [NH2:1][C:2]1[N:7]=[C:6]([O:8]C)[C:5]([CH2:10][C:11]2[CH:16]=[CH:15][C:14]([CH2:17][CH3:18])=[CH:13][CH:12]=2)=[CH:4][CH:3]=1.Br.[C:20](O)(=[O:22])[CH3:21].